Dataset: Reaction yield outcomes from USPTO patents with 853,638 reactions. Task: Predict the reaction yield, written as a fraction of the theoretical maximum amount of product (1.0 means a 100% yield; for example, 0.34 means a 34% yield). (1) The reactants are [N:1]#[C:2][C@@H:3]([C:5]([O:7][CH2:8][CH3:9])=[O:6])[NH2:4].[CH2:10](OC(OCC)OCC)C.[CH:20]1([NH2:23])[CH2:22][CH2:21]1. The catalyst is CC#N.CCO.ClCCl. The product is [NH2:1][C:2]1[N:23]([CH:20]2[CH2:22][CH2:21]2)[CH:10]=[N:4][C:3]=1[C:5]([O:7][CH2:8][CH3:9])=[O:6]. The yield is 0.160. (2) The reactants are [CH2:1]1[C:10]2[C:5](=[CH:6][CH:7]=[CH:8][CH:9]=2)[CH2:4][CH2:3][N:2]1[C:11]1[N:12]=[C:13]([C:22](O)=[O:23])[CH:14]=[C:15]2[C:19]([CH3:20])=[C:18]([CH3:21])[NH:17][C:16]=12.O.ON1C2C=CC=CC=2N=N1.Cl.CN(C)CCCN=C=NCC.C(N(C(C)C)CC)(C)C.[CH3:57][N:58]1[CH2:63][CH2:62][NH:61][CH2:60][CH2:59]1. The catalyst is ClCCl. The product is [CH2:1]1[C:10]2[C:5](=[CH:6][CH:7]=[CH:8][CH:9]=2)[CH2:4][CH2:3][N:2]1[C:11]1[N:12]=[C:13]([C:22]([N:61]2[CH2:62][CH2:63][N:58]([CH3:57])[CH2:59][CH2:60]2)=[O:23])[CH:14]=[C:15]2[C:19]([CH3:20])=[C:18]([CH3:21])[NH:17][C:16]=12. The yield is 0.530. (3) The reactants are Br[C:2]1[C:3]([C:13]2[CH:18]=[CH:17][C:16]([F:19])=[CH:15][CH:14]=2)=[N:4][N:5]2[C:10]([O:11][CH3:12])=[CH:9][CH:8]=[CH:7][C:6]=12.[F:20][C:21]1[CH:26]=[C:25](B(O)O)[CH:24]=[CH:23][N:22]=1.C(=O)([O-])[O-].[Na+].[Na+]. The catalyst is CN(C)C=O.Cl[Pd](Cl)([P](C1C=CC=CC=1)(C1C=CC=CC=1)C1C=CC=CC=1)[P](C1C=CC=CC=1)(C1C=CC=CC=1)C1C=CC=CC=1. The product is [F:19][C:16]1[CH:17]=[CH:18][C:13]([C:3]2[C:2]([C:25]3[CH:24]=[CH:23][N:22]=[C:21]([F:20])[CH:26]=3)=[C:6]3[CH:7]=[CH:8][CH:9]=[C:10]([O:11][CH3:12])[N:5]3[N:4]=2)=[CH:14][CH:15]=1. The yield is 0.580. (4) The reactants are Cl[C:2]1[C:3]([CH3:21])=[C:4]([NH:11][C:12]2[CH:17]=[CH:16][C:15]([O:18][CH2:19][CH3:20])=[CH:14][CH:13]=2)[C:5]2[N:6]([CH:8]=[CH:9][N:10]=2)[N:7]=1.[NH2:22][C@H:23]1[CH2:28][CH2:27][C@@H:26]([NH2:29])[CH2:25][CH2:24]1. The catalyst is CO. The product is [NH2:22][C@@H:23]1[CH2:28][CH2:27][C@H:26]([NH:29][C:2]2[C:3]([CH3:21])=[C:4]([NH:11][C:12]3[CH:17]=[CH:16][C:15]([O:18][CH2:19][CH3:20])=[CH:14][CH:13]=3)[C:5]3[N:6]([CH:8]=[CH:9][N:10]=3)[N:7]=2)[CH2:25][CH2:24]1. The yield is 0.113. (5) The reactants are CS([O:5][CH2:6][CH2:7][C:8]1[CH:13]=[CH:12][CH:11]=[C:10]([CH3:14])[N:9]=1)(=O)=O.[C:15]1(O)[CH:20]=[CH:19][CH:18]=[CH:17][CH:16]=1.[OH-].[Na+]. The catalyst is C(O)(C)C. The product is [CH3:14][C:10]1[CH:11]=[CH:12][CH:13]=[C:8]([CH2:7][CH2:6][O:5][C:15]2[CH:20]=[CH:19][CH:18]=[CH:17][CH:16]=2)[N:9]=1. The yield is 0.260. (6) The reactants are [CH2:1]([O:8][C:9]1[CH:14]=[C:13]([N:15]([CH2:38][CH2:39][CH2:40][CH3:41])[CH2:16][CH2:17][CH2:18][CH2:19][O:20][Si](C(C)(C)C)(C2C=CC=CC=2)C2C=CC=CC=2)[CH:12]=[CH:11][C:10]=1[CH:42]=[CH:43][C:44]1[S:48][C:47]([CH:49]=[O:50])=[CH:46][CH:45]=1)[C:2]1[CH:7]=[CH:6][CH:5]=[CH:4][CH:3]=1.[F-].C([N+](CCCC)(CCCC)CCCC)CCC.O.C(OCC)(=O)C. The catalyst is O1CCCC1. The product is [CH2:1]([O:8][C:9]1[CH:14]=[C:13]([N:15]([CH2:38][CH2:39][CH2:40][CH3:41])[CH2:16][CH2:17][CH2:18][CH2:19][OH:20])[CH:12]=[CH:11][C:10]=1[CH:42]=[CH:43][C:44]1[S:48][C:47]([CH:49]=[O:50])=[CH:46][CH:45]=1)[C:2]1[CH:7]=[CH:6][CH:5]=[CH:4][CH:3]=1. The yield is 0.701. (7) The reactants are [CH:1]([C:4]1[CH:10]=[CH:9][C:8]([CH3:11])=[CH:7][C:5]=1[NH2:6])([CH3:3])[CH3:2].C(=O)(O)[O-].[Na+].[Cl:17][CH2:18][C:19](Cl)=[O:20]. No catalyst specified. The product is [Cl:17][CH2:18][C:19]([NH:6][C:5]1[CH:7]=[C:8]([CH3:11])[CH:9]=[CH:10][C:4]=1[CH:1]([CH3:3])[CH3:2])=[O:20]. The yield is 0.660. (8) The yield is 0.750. The product is [CH3:40][C:41]([CH3:65])([CH3:64])[C@H:42]([N:50]1[CH2:54][CH2:53][N:52]([CH2:55][C:56]2[CH:61]=[CH:60][CH:59]=[C:58]([CH3:62])[N:57]=2)[C:51]1=[O:63])[C:43]([NH:1][C@@H:2]([CH2:33][C:34]1[CH:35]=[CH:36][CH:37]=[CH:38][CH:39]=1)[C@@H:3]([OH:32])[CH2:4][C@@H:5]([NH:19][C:20]([C@@H:22]([NH:27][C:28](=[O:31])[O:29][CH3:30])[C:23]([CH3:26])([CH3:25])[CH3:24])=[O:21])[CH2:6][C:7]1[CH:12]=[CH:11][C:10]([C:13]2[CH:18]=[CH:17][CH:16]=[CH:15][N:14]=2)=[CH:9][CH:8]=1)=[O:44]. The reactants are [NH2:1][C@@H:2]([CH2:33][C:34]1[CH:39]=[CH:38][CH:37]=[CH:36][CH:35]=1)[C@@H:3]([OH:32])[CH2:4][C@@H:5]([NH:19][C:20]([C@@H:22]([NH:27][C:28](=[O:31])[O:29][CH3:30])[C:23]([CH3:26])([CH3:25])[CH3:24])=[O:21])[CH2:6][C:7]1[CH:12]=[CH:11][C:10]([C:13]2[CH:18]=[CH:17][CH:16]=[CH:15][N:14]=2)=[CH:9][CH:8]=1.[CH3:40][C:41]([CH3:65])([CH3:64])[C@H:42]([N:50]1[CH2:54][CH2:53][N:52]([CH2:55][C:56]2[CH:61]=[CH:60][CH:59]=[C:58]([CH3:62])[N:57]=2)[C:51]1=[O:63])[C:43](OC(C)(C)C)=[O:44].CCOP(ON1N=NC2C=CC=CC=2C1=O)(OCC)=O.C(N(CC)C(C)C)(C)C. The catalyst is C1COCC1. (9) The reactants are CC([Si](C1C=CC=CC=1)(C1C=CC=CC=1)[O:6][C:7]1[C:15]2[N:14]=[C:13]([CH3:16])[N:12]([CH2:17][C:18]3[C:27]4[C:22](=[CH:23][CH:24]=[CH:25][CH:26]=4)[CH:21]=[CH:20][CH:19]=3)[C:11]=2[CH:10]=[C:9]([N:28]2[CH2:33][CH2:32][O:31][CH2:30][CH2:29]2)[CH:8]=1)(C)C.CCCC[N+](CCCC)(CCCC)CCCC.[F-]. The catalyst is C1COCC1. The product is [CH3:16][C:13]1[N:12]([CH2:17][C:18]2[C:27]3[C:22](=[CH:23][CH:24]=[CH:25][CH:26]=3)[CH:21]=[CH:20][CH:19]=2)[C:11]2[CH:10]=[C:9]([N:28]3[CH2:33][CH2:32][O:31][CH2:30][CH2:29]3)[CH:8]=[C:7]([OH:6])[C:15]=2[N:14]=1. The yield is 0.940. (10) The reactants are Cl.[CH2:2]([O:4][C:5](=[O:15])[C@H:6]([CH2:8][C:9]1[CH:14]=[CH:13][CH:12]=[CH:11][CH:10]=1)[NH2:7])[CH3:3].[O-]S([O-])(=O)=O.[Mg+2].[CH:22](=O)[CH3:23].CCN(CC)CC.[BH4-].[Na+]. The catalyst is CO.C1COCC1. The product is [CH2:22]([NH:7][C@@H:6]([CH2:8][C:9]1[CH:14]=[CH:13][CH:12]=[CH:11][CH:10]=1)[C:5]([O:4][CH2:2][CH3:3])=[O:15])[CH3:23]. The yield is 0.470.